Dataset: Forward reaction prediction with 1.9M reactions from USPTO patents (1976-2016). Task: Predict the product of the given reaction. (1) Given the reactants [F:1][C:2]1[CH:3]=[CH:4][C:5]([CH:8](O)[CH3:9])=[N:6][CH:7]=1.C(N(CC)CC)C.CS(Cl)(=O)=O.[N-:23]=[N+:24]=[N-:25].[Na+], predict the reaction product. The product is: [N:23]([CH:8]([C:5]1[CH:4]=[CH:3][C:2]([F:1])=[CH:7][N:6]=1)[CH3:9])=[N+:24]=[N-:25]. (2) Given the reactants [NH:1]1[CH2:6][CH2:5][CH:4]([N:7]2[CH2:16][C:15]3=[CH:17][NH:18][C:13]4[C:14]3=[C:9]([CH:10]=[CH:11][N:12]=4)[C:8]2=[O:19])[CH2:3][CH2:2]1.C(N(CC)CC)C.[C:27]([CH2:29][C:30](ON1C(=O)CCC1=O)=[O:31])#[N:28], predict the reaction product. The product is: [O:31]=[C:30]([N:1]1[CH2:2][CH2:3][CH:4]([N:7]2[CH2:16][C:15]3=[CH:17][NH:18][C:13]4[C:14]3=[C:9]([CH:10]=[CH:11][N:12]=4)[C:8]2=[O:19])[CH2:5][CH2:6]1)[CH2:29][C:27]#[N:28]. (3) The product is: [NH2:1][C:2]1[N:7]=[CH:6][N:5]=[C:4]2[N:8]([C:33]3[CH:34]=[CH:35][C:36]([CH2:39][N:44]4[CH2:45][CH2:46][C@@H:42]([OH:41])[CH2:43]4)=[CH:37][CH:38]=3)[N:9]=[C:10]([C:11]3[CH:16]=[CH:15][C:14]([NH:17][C:18](=[O:30])[C:19]4[CH:24]=[CH:23][C:22]([C:25]([F:27])([F:28])[F:26])=[CH:21][C:20]=4[F:29])=[C:13]([O:31][CH3:32])[CH:12]=3)[C:3]=12. Given the reactants [NH2:1][C:2]1[N:7]=[CH:6][N:5]=[C:4]2[N:8]([C:33]3[CH:38]=[CH:37][C:36]([CH:39]=O)=[CH:35][CH:34]=3)[N:9]=[C:10]([C:11]3[CH:16]=[CH:15][C:14]([NH:17][C:18](=[O:30])[C:19]4[CH:24]=[CH:23][C:22]([C:25]([F:28])([F:27])[F:26])=[CH:21][C:20]=4[F:29])=[C:13]([O:31][CH3:32])[CH:12]=3)[C:3]=12.[OH:41][C@H:42]1[CH2:46][CH2:45][NH:44][CH2:43]1.C(O[BH-](OC(=O)C)OC(=O)C)(=O)C.[Na+].[OH-].[Na+], predict the reaction product.